Dataset: Catalyst prediction with 721,799 reactions and 888 catalyst types from USPTO. Task: Predict which catalyst facilitates the given reaction. (1) Reactant: [C:1]([C:3]1[CH:11]=[CH:10][CH:9]=[C:8]2[C:4]=1[C:5]([CH2:12]N(C)C)=[CH:6][NH:7]2)#[N:2].[N+:16]([CH2:19][C:20]([O:22][CH2:23][CH3:24])=[O:21])([O-:18])=[O:17]. Product: [C:1]([C:3]1[CH:11]=[CH:10][CH:9]=[C:8]2[C:4]=1[C:5]([CH2:12][CH:19]([N+:16]([O-:18])=[O:17])[C:20]([O:22][CH2:23][CH3:24])=[O:21])=[CH:6][NH:7]2)#[N:2]. The catalyst class is: 113. (2) The catalyst class is: 875. Product: [Cl:20][C:10]1[C:9]([CH3:8])=[C:14]([C:13]([S:16]([CH3:19])(=[O:17])=[O:18])=[CH:12][CH:11]=1)[CH:15]=[N:1][OH:2]. Reactant: [N:1](OCCCC)=[O:2].[CH3:8][C:9]1[C:14]([CH3:15])=[C:13]([S:16]([CH3:19])(=[O:18])=[O:17])[CH:12]=[CH:11][C:10]=1[Cl:20].CC(C)([O-])C.[K+].O. (3) Reactant: [CH2:1]([O:3][CH2:4][C:5]1[N:6]([CH2:19][C:20]([CH3:23])([OH:22])[CH3:21])[C:7]2[C:16]3[CH:15]=[CH:14][CH:13]=[CH:12][C:11]=3[N+:10]([O-])=[CH:9][C:8]=2[N:18]=1)[CH3:2].ClC(Cl)(Cl)C([N:28]=C=O)=O.CO. Product: [NH2:28][C:9]1[C:8]2[N:18]=[C:5]([CH2:4][O:3][CH2:1][CH3:2])[N:6]([CH2:19][C:20]([CH3:23])([OH:22])[CH3:21])[C:7]=2[C:16]2[CH:15]=[CH:14][CH:13]=[CH:12][C:11]=2[N:10]=1. The catalyst class is: 4.